This data is from Full USPTO retrosynthesis dataset with 1.9M reactions from patents (1976-2016). The task is: Predict the reactants needed to synthesize the given product. (1) Given the product [OH:10][C@@:3]1([C:1]#[C:2][C:12]2[CH:13]=[CH:14][C:15]3[O:21][CH2:20][CH2:19][N:18]4[C:22]([CH2:28][N:29]5[C:33]6[CH:34]=[CH:35][CH:36]=[CH:37][C:32]=6[N:31]=[C:30]5[CH3:38])=[C:23]([C:25]([NH2:27])=[O:26])[N:24]=[C:17]4[C:16]=3[CH:39]=2)[CH2:7][CH2:6][N:5]([CH3:8])[C:4]1=[O:9], predict the reactants needed to synthesize it. The reactants are: [C:1]([C@:3]1([OH:10])[CH2:7][CH2:6][N:5]([CH3:8])[C:4]1=[O:9])#[CH:2].Br[C:12]1[CH:13]=[CH:14][C:15]2[O:21][CH2:20][CH2:19][N:18]3[C:22]([CH2:28][N:29]4[C:33]5[CH:34]=[CH:35][CH:36]=[CH:37][C:32]=5[N:31]=[C:30]4[CH3:38])=[C:23]([C:25]([NH2:27])=[O:26])[N:24]=[C:17]3[C:16]=2[CH:39]=1. (2) The reactants are: [C:1]([O:4][C:5]1[CH:10]=[CH:9][C:8]([CH2:11][C:12]([OH:14])=[O:13])=[CH:7][C:6]=1[O:15][CH3:16])(=[O:3])[CH3:2].[I:17]I. Given the product [I:17][C:9]1[CH:10]=[C:5]([O:4][C:1](=[O:3])[CH3:2])[C:6]([O:15][CH3:16])=[CH:7][C:8]=1[CH2:11][C:12]([OH:14])=[O:13], predict the reactants needed to synthesize it. (3) Given the product [CH:11]1([C@H:2]2[NH:1][C:7](=[O:8])[CH2:6][NH:5][C:3]2=[O:4])[CH2:13][CH2:12]1, predict the reactants needed to synthesize it. The reactants are: [NH2:1][C@H:2]([CH:11]1[CH2:13][CH2:12]1)[C:3]([NH:5][CH2:6][C:7](OC)=[O:8])=[O:4].CCN(CC)CC. (4) Given the product [CH2:7]([CH:9]1[CH2:10][CH:11]([N:13]2[CH:17]=[C:16]([CH2:18][OH:19])[N:15]=[CH:14]2)[CH2:12]1)[CH3:8], predict the reactants needed to synthesize it. The reactants are: [H-].[Al+3].[Li+].[H-].[H-].[H-].[CH2:7]([CH:9]1[CH2:12][CH:11]([N:13]2[CH:17]=[C:16]([C:18](OCC)=[O:19])[N:15]=[CH:14]2)[CH2:10]1)[CH3:8].